From a dataset of Reaction yield outcomes from USPTO patents with 853,638 reactions. Predict the reaction yield, written as a fraction of the theoretical maximum amount of product (1.0 means a 100% yield; for example, 0.34 means a 34% yield). (1) The reactants are [NH2:1][C:2]1[CH:10]=[C:9]([Cl:11])[C:8]([Br:12])=[CH:7][C:3]=1[C:4]([OH:6])=[O:5].Cl[C:14](OCC)=[O:15].C(Cl)(=O)C. No catalyst specified. The product is [Br:12][C:8]1[CH:7]=[C:3]2[C:4]([O:6][C:14](=[O:15])[NH:1][C:2]2=[CH:10][C:9]=1[Cl:11])=[O:5]. The yield is 0.700. (2) The reactants are Br[C:2]1[CH:9]=[CH:8][CH:7]=[CH:6][C:3]=1[CH2:4][OH:5].C([Mg]Cl)C.[Mg].[CH2:15]([N:22]1[CH2:28][CH2:27][CH2:26][C:25](=[O:29])[CH2:24][CH2:23]1)[C:16]1[CH:21]=[CH:20][CH:19]=[CH:18][CH:17]=1.[Cl-].[NH4+]. The catalyst is O1CCCC1.CCCCCCC.C(OCC)(=O)C.O. The product is [CH2:15]([N:22]1[CH2:28][CH2:27][CH2:26][C:25]([C:2]2[CH:9]=[CH:8][CH:7]=[CH:6][C:3]=2[CH2:4][OH:5])([OH:29])[CH2:24][CH2:23]1)[C:16]1[CH:17]=[CH:18][CH:19]=[CH:20][CH:21]=1. The yield is 0.610.